This data is from Catalyst prediction with 721,799 reactions and 888 catalyst types from USPTO. The task is: Predict which catalyst facilitates the given reaction. (1) Reactant: F[C:2]1[CH:9]=[CH:8][C:7]([N+:10]([O-:12])=[O:11])=[CH:6][C:3]=1[CH2:4][OH:5].[CH3:13][N:14]1[CH2:19][CH2:18][NH:17][CH2:16][CH2:15]1. Product: [CH3:13][N:14]1[CH2:19][CH2:18][N:17]([C:2]2[CH:9]=[CH:8][C:7]([N+:10]([O-:12])=[O:11])=[CH:6][C:3]=2[CH2:4][OH:5])[CH2:16][CH2:15]1. The catalyst class is: 1. (2) Reactant: [CH2:1]([OH:6])[CH2:2][CH2:3][CH2:4][OH:5]. Product: [C:1]1(=[O:6])[O:5][CH2:4][CH2:3][CH2:2]1.[CH2:1]([OH:6])[CH2:2][CH2:3][CH2:4][OH:5]. The catalyst class is: 7. (3) Reactant: [Br:1][C:2]1[CH:7]=[CH:6][CH:5]=[CH:4][C:3]=1/[CH:8]=[CH:9]/[C@H:10]([C@@H:12]1[O:16][C:15](=[O:17])[C@H:14]([O:18][CH3:19])[C@@H:13]1[OH:20])[OH:11].Cl.[NH2:22][C@@H:23]1[C:29](=[O:30])[N:28]([CH3:31])[C:27]2[CH:32]=[CH:33][CH:34]=[CH:35][C:26]=2[O:25][CH2:24]1.C(C(CCCC)C([O-])=O)C.[Na+].C(Cl)Cl. Product: [Br:1][C:2]1[CH:7]=[CH:6][CH:5]=[CH:4][C:3]=1/[CH:8]=[CH:9]/[C@@H:10]([OH:11])[C@H:12]([OH:16])[C@@H:13]([OH:20])[C@@H:14]([O:18][CH3:19])[C:15]([NH:22][C@@H:23]1[C:29](=[O:30])[N:28]([CH3:31])[C:27]2[CH:32]=[CH:33][CH:34]=[CH:35][C:26]=2[O:25][CH2:24]1)=[O:17]. The catalyst class is: 1.